The task is: Predict the reaction yield, written as a fraction of the theoretical maximum amount of product (1.0 means a 100% yield; for example, 0.34 means a 34% yield).. This data is from Reaction yield outcomes from USPTO patents with 853,638 reactions. (1) The reactants are [Cl:1][C:2]1[CH:12]=[CH:11][CH:10]=[CH:9][C:3]=1[CH:4]=[CH:5][C:6](O)=[O:7].[BH4-].[Na+].Cl. The catalyst is C1COCC1. The product is [Cl:1][C:2]1[CH:12]=[CH:11][CH:10]=[CH:9][C:3]=1/[CH:4]=[CH:5]/[CH2:6][OH:7]. The yield is 0.620. (2) The reactants are [CH3:1][C:2]1[C:6]([CH:7]([OH:36])[C:8]2[O:9][C:10]3[CH:16]=[CH:15][C:14]([CH2:17][C:18]([NH:20][CH:21]([C:28]4[CH:33]=[CH:32][C:31]([CH3:34])=[CH:30][C:29]=4[CH3:35])[C:22]4[CH:27]=[CH:26][CH:25]=[CH:24][CH:23]=4)=[O:19])=[CH:13][C:11]=3[CH:12]=2)=[C:5]([CH3:37])[O:4][N:3]=1. The catalyst is C(Cl)Cl.O=[Mn]=O. The product is [CH3:1][C:2]1[C:6]([C:7]([C:8]2[O:9][C:10]3[CH:16]=[CH:15][C:14]([CH2:17][C:18]([NH:20][CH:21]([C:28]4[CH:33]=[CH:32][C:31]([CH3:34])=[CH:30][C:29]=4[CH3:35])[C:22]4[CH:27]=[CH:26][CH:25]=[CH:24][CH:23]=4)=[O:19])=[CH:13][C:11]=3[CH:12]=2)=[O:36])=[C:5]([CH3:37])[O:4][N:3]=1. The yield is 0.880. (3) The reactants are [C:1]([C:4]1[N:9]=[C:8]([C:10]2[CH:15]=[CH:14][C:13]([O:16][C:17]3[CH:22]=[CH:21][C:20]([F:23])=[CH:19][CH:18]=3)=[CH:12][CH:11]=2)[N:7]=[C:6]([N:24]2[CH2:29][CH2:28][N:27](C(OC(C)(C)C)=O)[CH2:26][CH:25]2[CH2:37][OH:38])[CH:5]=1)(=[O:3])[NH2:2].Cl. The catalyst is O1CCOCC1. The product is [F:23][C:20]1[CH:21]=[CH:22][C:17]([O:16][C:13]2[CH:14]=[CH:15][C:10]([C:8]3[N:9]=[C:4]([C:1]([NH2:2])=[O:3])[CH:5]=[C:6]([N:24]4[CH2:29][CH2:28][NH:27][CH2:26][CH:25]4[CH2:37][OH:38])[N:7]=3)=[CH:11][CH:12]=2)=[CH:18][CH:19]=1. The yield is 0.290. (4) The reactants are [C:1]1(=[C:9]([C:25]2[CH:30]=[CH:29][C:28]([OH:31])=[CH:27][CH:26]=2)[C:10]2[CH:15]=[CH:14][C:13](/[CH:16]=[CH:17]/[C:18]([O:20]C(C)(C)C)=[O:19])=[CH:12][CH:11]=2)[CH2:8][CH2:7][CH2:6][CH2:5][CH2:4][CH2:3][CH2:2]1. The catalyst is C(Cl)Cl.FC(F)(F)C(O)=O. The product is [C:1]1(=[C:9]([C:25]2[CH:30]=[CH:29][C:28]([OH:31])=[CH:27][CH:26]=2)[C:10]2[CH:15]=[CH:14][C:13](/[CH:16]=[CH:17]/[C:18]([OH:20])=[O:19])=[CH:12][CH:11]=2)[CH2:8][CH2:7][CH2:6][CH2:5][CH2:4][CH2:3][CH2:2]1. The yield is 0.250. (5) The product is [C:1]([O:5][C:6]([N:8]1[CH2:9][CH2:10][C:11]2([C:14]3[CH:19]=[CH:18][C:17]([Cl:20])=[CH:16][CH:15]=3)[CH:12]([O:29]2)[CH2:13]1)=[O:7])([CH3:4])([CH3:2])[CH3:3]. The reactants are [C:1]([O:5][C:6]([N:8]1[CH2:13][CH:12]=[C:11]([C:14]2[CH:19]=[CH:18][C:17]([Cl:20])=[CH:16][CH:15]=2)[CH2:10][CH2:9]1)=[O:7])([CH3:4])([CH3:3])[CH3:2].ClC1C=CC=C(C(OO)=[O:29])C=1. The yield is 0.710. The catalyst is C(Cl)Cl. (6) The reactants are [NH2:1][C:2]1[CH:7]=[CH:6][CH:5]=[CH:4][C:3]=1[C:8]1[NH:9][C:10]2[C:15]([CH:16]=1)=[CH:14][CH:13]=[CH:12][CH:11]=2.[C:17]1([CH2:23][C:24](O)=[O:25])[CH:22]=[CH:21][CH:20]=[CH:19][CH:18]=1. No catalyst specified. The product is [NH:9]1[C:10]2[C:15](=[CH:14][CH:13]=[CH:12][CH:11]=2)[CH:16]=[C:8]1[C:3]1[CH:4]=[CH:5][CH:6]=[CH:7][C:2]=1[NH:1][C:24](=[O:25])[CH2:23][C:17]1[CH:22]=[CH:21][CH:20]=[CH:19][CH:18]=1. The yield is 0.620. (7) The reactants are ON1C2C=CC=CC=2N=N1.[NH2:11][CH:12]([CH3:21])[CH:13]([C:15]1[CH:20]=[CH:19][CH:18]=[CH:17][CH:16]=1)[OH:14].Cl.C(N=C=NCCCN(C)C)C.[Br:34][C:35]1[CH:36]=[CH:37][C:38]([Cl:44])=[C:39]([CH:43]=1)[C:40](O)=[O:41]. The catalyst is O.CN(C)C=O.C(N(CC)CC)C. The product is [Br:34][C:35]1[CH:36]=[CH:37][C:38]([Cl:44])=[C:39]([CH:43]=1)[C:40]([NH:11][CH:12]([CH3:21])[CH:13]([OH:14])[C:15]1[CH:20]=[CH:19][CH:18]=[CH:17][CH:16]=1)=[O:41]. The yield is 0.860. (8) The reactants are CN(C)C=O.N1C(Cl)=NC(Cl)=NC=1[Cl:8].[Cl:15][C:16]1[C:21]([Cl:22])=[CH:20][C:19]([CH:23](O)[CH3:24])=[C:18]([O:26][CH3:27])[C:17]=1[CH:28]1[CH2:31][N:30]([C:32]([O:34][C:35]([CH3:38])([CH3:37])[CH3:36])=[O:33])[CH2:29]1. The catalyst is C(Cl)Cl.O. The product is [Cl:15][C:16]1[C:21]([Cl:22])=[CH:20][C:19]([CH:23]([Cl:8])[CH3:24])=[C:18]([O:26][CH3:27])[C:17]=1[CH:28]1[CH2:31][N:30]([C:32]([O:34][C:35]([CH3:38])([CH3:37])[CH3:36])=[O:33])[CH2:29]1. The yield is 0.900. (9) The reactants are [Cl:1][C:2]1[C:6]([N:7]([CH2:19][CH3:20])[C:8](=[O:18])[CH2:9][CH2:10][S:11][CH2:12][CH2:13][C:14]([F:17])([F:16])[F:15])=[CH:5][N:4]([C:21]2[CH:22]=[N:23][CH:24]=[CH:25][CH:26]=2)[N:3]=1.[OH:27]O. The catalyst is FC(F)(F)C(O)C(F)(F)F. The product is [Cl:1][C:2]1[C:6]([N:7]([CH2:19][CH3:20])[C:8](=[O:18])[CH2:9][CH2:10][S:11]([CH2:12][CH2:13][C:14]([F:16])([F:15])[F:17])=[O:27])=[CH:5][N:4]([C:21]2[CH:22]=[N:23][CH:24]=[CH:25][CH:26]=2)[N:3]=1. The yield is 0.950.